From a dataset of Reaction yield outcomes from USPTO patents with 853,638 reactions. Predict the reaction yield, written as a fraction of the theoretical maximum amount of product (1.0 means a 100% yield; for example, 0.34 means a 34% yield). (1) The reactants are Br[CH2:2][C:3]([NH:5][C:6]1[CH:11]=[C:10]([O:12][C:13]([F:16])([F:15])[F:14])[CH:9]=[CH:8][C:7]=1[OH:17])=[O:4].C(=O)([O-])[O-].[K+].[K+].CC#N.O.FC(F)(F)C(O)=O. The catalyst is CN(C)C=O.C(OCC)(=O)C. The product is [F:14][C:13]([F:16])([F:15])[O:12][C:10]1[CH:9]=[CH:8][C:7]2[O:17][CH2:2][C:3](=[O:4])[NH:5][C:6]=2[CH:11]=1. The yield is 0.910. (2) The reactants are Cl[C:2]1[CH:11]=[CH:10][C:5]([C:6]([O:8][CH3:9])=[O:7])=[C:4]([N+:12]([O-:14])=[O:13])[CH:3]=1.[F:15][C:16]1[CH:17]=[C:18](B(O)O)[CH:19]=[C:20]([F:22])[CH:21]=1.[F-].[Cs+].O. The catalyst is C(OCC)(=O)C.C1CCC(P(C2CCCCC2)C2CCCCC2)CC1.C1CCC(P(C2CCCCC2)C2CCCCC2)CC1.Cl[Pd]Cl.CCCCCC.C(OCC)(=O)C.C(#N)C. The product is [F:15][C:16]1[CH:17]=[C:18]([C:2]2[CH:11]=[CH:10][C:5]([C:6]([O:8][CH3:9])=[O:7])=[C:4]([N+:12]([O-:14])=[O:13])[CH:3]=2)[CH:19]=[C:20]([F:22])[CH:21]=1. The yield is 0.830. (3) The reactants are [OH-:1].[Li+].OO.[O-]O.[Li+].C([C@@H]1COC(=O)N1[C:21](=[O:40])[C@@H:22]([C:29]1[CH:34]=[CH:33][C:32]([S:35]([CH3:38])(=[O:37])=[O:36])=[C:31]([Cl:39])[CH:30]=1)[CH2:23][CH:24]1[CH2:28][CH2:27][CH2:26][CH2:25]1)C1C=CC=CC=1. The catalyst is O.O1CCCC1. The product is [Cl:39][C:31]1[CH:30]=[C:29]([C@@H:22]([CH2:23][CH:24]2[CH2:25][CH2:26][CH2:27][CH2:28]2)[C:21]([OH:40])=[O:1])[CH:34]=[CH:33][C:32]=1[S:35]([CH3:38])(=[O:36])=[O:37]. The yield is 0.850.